From a dataset of Catalyst prediction with 721,799 reactions and 888 catalyst types from USPTO. Predict which catalyst facilitates the given reaction. (1) Reactant: [CH2:1]([NH:8][C:9]([C:11]1[CH:12]=[C:13]([C@@H:17]2[CH2:19][C@H:18]2[NH:20]C(=O)OC(C)(C)C)[CH:14]=[CH:15][CH:16]=1)=[O:10])[C:2]1[CH:7]=[CH:6][CH:5]=[CH:4][CH:3]=1.[ClH:28].C(OCC)(=O)C. Product: [ClH:28].[NH2:20][C@@H:18]1[CH2:19][C@H:17]1[C:13]1[CH:12]=[C:11]([CH:16]=[CH:15][CH:14]=1)[C:9]([NH:8][CH2:1][C:2]1[CH:7]=[CH:6][CH:5]=[CH:4][CH:3]=1)=[O:10]. The catalyst class is: 5. (2) Reactant: [Br:1][C:2]1[CH:7]=[CH:6][C:5]([N:8]2[C:12]([CH3:13])=[CH:11][C:10]([C:14]([N:16]([CH2:21][CH2:22][CH2:23][CH3:24])[CH2:17][CH2:18][CH2:19][CH3:20])=[O:15])=[N:9]2)=[C:4]([C:25]([N:27]2[C@H:36]([CH2:37][OH:38])[CH2:35][C:34]3[C:29](=[CH:30][CH:31]=[CH:32][CH:33]=3)[CH2:28]2)=[O:26])[CH:3]=1.[Si:39](Cl)([C:42]([CH3:45])([CH3:44])[CH3:43])([CH3:41])[CH3:40].N1C=CN=C1. Product: [Br:1][C:2]1[CH:7]=[CH:6][C:5]([N:8]2[C:12]([CH3:13])=[CH:11][C:10]([C:14]([N:16]([CH2:21][CH2:22][CH2:23][CH3:24])[CH2:17][CH2:18][CH2:19][CH3:20])=[O:15])=[N:9]2)=[C:4]([C:25]([N:27]2[C@H:36]([CH2:37][O:38][Si:39]([C:42]([CH3:45])([CH3:44])[CH3:43])([CH3:41])[CH3:40])[CH2:35][C:34]3[C:29](=[CH:30][CH:31]=[CH:32][CH:33]=3)[CH2:28]2)=[O:26])[CH:3]=1. The catalyst class is: 34. (3) Reactant: [CH:1]1([C:4]2[NH:8][N:7]=[C:6]([NH:9][C:10]3[CH:15]=[CH:14][N:13]=[C:12]([NH:16][CH2:17][C:18]4[CH:26]=[CH:25][CH:24]=[C:23]5[C:19]=4[CH:20]=[CH:21][N:22]5S(C4C=CC(C)=CC=4)(=O)=O)[N:11]=3)[CH:5]=2)[CH2:3][CH2:2]1.[OH-].[K+]. Product: [NH:22]1[C:23]2[C:19](=[C:18]([CH2:17][NH:16][C:12]3[N:11]=[C:10]([NH:9][C:6]4[CH:5]=[C:4]([CH:1]5[CH2:2][CH2:3]5)[NH:8][N:7]=4)[CH:15]=[CH:14][N:13]=3)[CH:26]=[CH:25][CH:24]=2)[CH:20]=[CH:21]1. The catalyst class is: 5. (4) Reactant: B(F)(F)F.CCOCC.[OH:10][C:11]1[C:20]([CH3:21])=[C:19]2[C:14]([CH:15]=[C:16]([NH:23][C:24](=[O:33])[O:25][CH2:26][C:27]3[CH:32]=[CH:31][CH:30]=[CH:29][CH:28]=3)[C:17](=[O:22])[O:18]2)=[CH:13][C:12]=1[O:34][CH2:35][CH2:36][CH3:37].ClC(Cl)(Cl)C(=N)O[C@H:42]1[C@@H:47]2[O:48][C:49](=[O:51])[O:50][C@@H:46]2[C@@H:45]([O:52][CH3:53])[C:44]([CH3:55])([CH3:54])[O:43]1.C(N(CC)CC)C. Product: [CH3:53][O:52][C@H:45]1[C:44]([CH3:55])([CH3:54])[O:43][C@@H:42]([O:10][C:11]2[C:20]([CH3:21])=[C:19]3[C:14]([CH:15]=[C:16]([NH:23][C:24](=[O:33])[O:25][CH2:26][C:27]4[CH:32]=[CH:31][CH:30]=[CH:29][CH:28]=4)[C:17](=[O:22])[O:18]3)=[CH:13][C:12]=2[O:34][CH2:35][CH2:36][CH3:37])[C@@H:47]2[O:48][C:49](=[O:51])[O:50][C@H:46]12. The catalyst class is: 2. (5) Reactant: CCN(C(C)C)C(C)C.[C:10]1([NH:16][C:17]2[CH:25]=[CH:24][C:20]([C:21]([OH:23])=O)=[CH:19][CH:18]=2)[CH:15]=[CH:14][CH:13]=[CH:12][CH:11]=1.CCN=C=NCCCN(C)C.C1C=CC2N(O)N=NC=2C=1.[NH2:47][CH2:48][C:49]([N:51]1[CH2:56][CH2:55][N:54]([C:57](=[O:66])[C:58]2[CH:63]=[CH:62][C:61]([Cl:64])=[CH:60][C:59]=2[Cl:65])[CH2:53][CH2:52]1)=[O:50].C(O)(C(F)(F)F)=O. Product: [Cl:65][C:59]1[CH:60]=[C:61]([Cl:64])[CH:62]=[CH:63][C:58]=1[C:57]([N:54]1[CH2:53][CH2:52][N:51]([C:49](=[O:50])[CH2:48][NH:47][C:21](=[O:23])[C:20]2[CH:19]=[CH:18][C:17]([NH:16][C:10]3[CH:11]=[CH:12][CH:13]=[CH:14][CH:15]=3)=[CH:25][CH:24]=2)[CH2:56][CH2:55]1)=[O:66]. The catalyst class is: 18. (6) Reactant: [OH:1][C:2]1[CH:7]=[C:6]([OH:8])[CH:5]=[CH:4][C:3]=1[CH2:9][CH2:10][NH:11][CH2:12][C:13]([OH:15])=[O:14].C1C(O)=CC=C(O[C@@H]2O[C@H](CO)[C@@H](O)[C@H](O)[C@H]2O)C=1. Product: [OH:1][C:2]1[CH:7]=[C:6]([OH:8])[CH:5]=[CH:4][C:3]=1[CH2:9][CH:10]=[N:11][CH2:12][C:13]([OH:15])=[O:14]. The catalyst class is: 6. (7) Reactant: Cl[C:2]1[C:11]2[C:6](=[CH:7][C:8]([O:12][CH3:13])=[CH:9][CH:10]=2)[CH:5]=[CH:4][N:3]=1.[F-:14].[Cs+].CS(C)=O. Product: [F:14][C:2]1[C:11]2[C:6](=[CH:7][C:8]([O:12][CH3:13])=[CH:9][CH:10]=2)[CH:5]=[CH:4][N:3]=1. The catalyst class is: 25. (8) Reactant: C([O:3][C:4]([C:6]1[CH:10]=[C:9]([C:11]2[CH:12]=[N:13][N:14]([CH3:16])[CH:15]=2)[N:8]([C:17]2[CH:18]=[N:19][CH:20]=[CH:21][CH:22]=2)[N:7]=1)=[O:5])C.O.[OH-].[Li+]. Product: [CH3:16][N:14]1[CH:15]=[C:11]([C:9]2[N:8]([C:17]3[CH:18]=[N:19][CH:20]=[CH:21][CH:22]=3)[N:7]=[C:6]([C:4]([OH:5])=[O:3])[CH:10]=2)[CH:12]=[N:13]1. The catalyst class is: 30. (9) Reactant: [CH3:1][O:2][C:3]1[CH:8]=[CH:7][C:6]([O:9][CH3:10])=[CH:5][C:4]=1[S:11]([NH:14][C@H:15]1[CH2:19][N:18]([C:20]([O:22][C:23]([CH3:26])([CH3:25])[CH3:24])=[O:21])[C@@H:17]([CH2:27][N:28]2[C:36](=[O:37])[C:35]3[C:30](=[CH:31][CH:32]=[CH:33][CH:34]=3)[C:29]2=[O:38])[CH2:16]1)(=[O:13])=[O:12].C(=O)([O-])[O-].[Cs+].[Cs+].[CH2:45](Br)[C:46]1[CH:51]=[CH:50][CH:49]=[CH:48][CH:47]=1. Product: [CH3:1][O:2][C:3]1[CH:8]=[CH:7][C:6]([O:9][CH3:10])=[CH:5][C:4]=1[S:11]([N:14]([CH2:45][C:46]1[CH:51]=[CH:50][CH:49]=[CH:48][CH:47]=1)[C@H:15]1[CH2:19][N:18]([C:20]([O:22][C:23]([CH3:26])([CH3:25])[CH3:24])=[O:21])[C@@H:17]([CH2:27][N:28]2[C:29](=[O:38])[C:30]3[C:35](=[CH:34][CH:33]=[CH:32][CH:31]=3)[C:36]2=[O:37])[CH2:16]1)(=[O:13])=[O:12]. The catalyst class is: 248.